Dataset: Reaction yield outcomes from USPTO patents with 853,638 reactions. Task: Predict the reaction yield, written as a fraction of the theoretical maximum amount of product (1.0 means a 100% yield; for example, 0.34 means a 34% yield). (1) The reactants are [CH3:1][O:2][C:3]([CH:5]1[CH2:10][NH:9][CH2:8][C:7](=[O:11])[N:6]1[CH2:12][C:13]1[CH:18]=[CH:17][C:16]([C:19]#[N:20])=[C:15]([N:21]=[C:22]([C:29]2[CH:34]=[CH:33][CH:32]=[CH:31][CH:30]=2)[C:23]2[CH:28]=[CH:27][CH:26]=[CH:25][CH:24]=2)[CH:14]=1)=[O:4].CCN(C(C)C)C(C)C.[Cl:44][C:45]1[CH:46]=[CH:47][C:48]2[CH:52]=[C:51]([S:53](Cl)(=[O:55])=[O:54])[S:50][C:49]=2[CH:57]=1. The catalyst is C(Cl)Cl. The product is [CH3:1][O:2][C:3]([CH:5]1[CH2:10][N:9]([S:53]([C:51]2[S:50][C:49]3[CH:57]=[C:45]([Cl:44])[CH:46]=[CH:47][C:48]=3[CH:52]=2)(=[O:55])=[O:54])[CH2:8][C:7](=[O:11])[N:6]1[CH2:12][C:13]1[CH:18]=[CH:17][C:16]([C:19]#[N:20])=[C:15]([N:21]=[C:22]([C:23]2[CH:24]=[CH:25][CH:26]=[CH:27][CH:28]=2)[C:29]2[CH:34]=[CH:33][CH:32]=[CH:31][CH:30]=2)[CH:14]=1)=[O:4]. The yield is 0.730. (2) The reactants are Cl.[NH2:2][C@@H:3]1[CH2:12][CH2:11][C:10]2[C:5](=[CH:6][CH:7]=[CH:8][CH:9]=2)[CH2:4]1.C(N(CC)CC)C.[C:20](O[C:20](=[O:23])[CH2:21][CH3:22])(=[O:23])[CH2:21][CH3:22]. The catalyst is O1CCCC1. The product is [CH2:4]1[C:5]2[C:10](=[CH:9][CH:8]=[CH:7][CH:6]=2)[CH2:11][CH2:12][C@H:3]1[NH:2][C:20](=[O:23])[CH2:21][CH3:22]. The yield is 0.970. (3) The reactants are [H-].[Na+].[CH3:3][C:4]1([CH2:8][OH:9])[CH2:7][O:6][CH2:5]1.C1COCC1.Cl[C:16]1[CH:21]=[C:20]([CH3:22])[N:19]=[C:18]([NH2:23])[N:17]=1. The catalyst is CCCCC. The product is [CH3:22][C:20]1[CH:21]=[C:16]([O:9][CH2:8][C:4]2([CH3:3])[CH2:7][O:6][CH2:5]2)[N:17]=[C:18]([NH2:23])[N:19]=1. The yield is 0.410. (4) The reactants are C(OC([N:8]1[CH2:12][CH2:11][CH:10]([C:13](=[O:21])[C:14]2[CH:19]=[CH:18][C:17]([Br:20])=[CH:16][CH:15]=2)[CH2:9]1)=O)(C)(C)C. The catalyst is Cl.O1CCOCC1. The product is [Br:20][C:17]1[CH:18]=[CH:19][C:14]([C:13]([CH:10]2[CH2:11][CH2:12][NH:8][CH2:9]2)=[O:21])=[CH:15][CH:16]=1. The yield is 0.820. (5) The reactants are C(=O)([O-])[O-].[K+].[K+].[CH2:7](Cl)[C:8]1[CH:13]=[CH:12][CH:11]=[CH:10][CH:9]=1.[CH2:15]([O:17][CH2:18][CH2:19][O:20][C:21]1[CH:28]=[CH:27][C:24]([CH:25]=[O:26])=[CH:23][C:22]=1[OH:29])[CH3:16]. The catalyst is C(O)C.Cl.C(OCC)(=O)C.O. The product is [CH2:7]([O:29][C:22]1[CH:23]=[C:24]([CH:27]=[CH:28][C:21]=1[O:20][CH2:19][CH2:18][O:17][CH2:15][CH3:16])[CH:25]=[O:26])[C:8]1[CH:13]=[CH:12][CH:11]=[CH:10][CH:9]=1. The yield is 0.720.